From a dataset of Full USPTO retrosynthesis dataset with 1.9M reactions from patents (1976-2016). Predict the reactants needed to synthesize the given product. Given the product [OH2:12].[Cl:1][C:2]1[C:3]([O:12][C:13]2[CH:18]=[C:17]([OH:19])[CH:16]=[CH:15][C:14]=2/[CH:29]=[CH:30]/[C:31]([NH:33][S:34]([CH2:37][CH2:38][CH2:39][CH2:40][CH3:41])(=[O:36])=[O:35])=[O:32])=[N:4][CH:5]=[C:6]([C:8]([F:10])([F:9])[F:11])[CH:7]=1.[Cl:1][C:2]1[C:3]([O:12][C:13]2[CH:18]=[C:17]([OH:19])[CH:16]=[CH:15][C:14]=2/[CH:29]=[CH:30]/[C:31]([NH:33][S:34]([CH2:37][CH2:38][CH2:39][CH2:40][CH3:41])(=[O:36])=[O:35])=[O:32])=[N:4][CH:5]=[C:6]([C:8]([F:10])([F:9])[F:11])[CH:7]=1, predict the reactants needed to synthesize it. The reactants are: [Cl:1][C:2]1[C:3]([O:12][C:13]2[CH:18]=[C:17]([O:19]C(C)(C)CCOCOC)[CH:16]=[CH:15][C:14]=2/[CH:29]=[CH:30]/[C:31]([NH:33][S:34]([CH2:37][CH2:38][CH2:39][CH2:40][CH3:41])(=[O:36])=[O:35])=[O:32])=[N:4][CH:5]=[C:6]([C:8]([F:11])([F:10])[F:9])[CH:7]=1.Cl.C(=O)([O-])O.[Na+].